From a dataset of NCI-60 drug combinations with 297,098 pairs across 59 cell lines. Regression. Given two drug SMILES strings and cell line genomic features, predict the synergy score measuring deviation from expected non-interaction effect. (1) Drug 1: CC1=C(N=C(N=C1N)C(CC(=O)N)NCC(C(=O)N)N)C(=O)NC(C(C2=CN=CN2)OC3C(C(C(C(O3)CO)O)O)OC4C(C(C(C(O4)CO)O)OC(=O)N)O)C(=O)NC(C)C(C(C)C(=O)NC(C(C)O)C(=O)NCCC5=NC(=CS5)C6=NC(=CS6)C(=O)NCCC[S+](C)C)O. Drug 2: C(CC(=O)O)C(=O)CN.Cl. Cell line: EKVX. Synergy scores: CSS=12.0, Synergy_ZIP=-3.58, Synergy_Bliss=-1.83, Synergy_Loewe=-5.28, Synergy_HSA=-2.09. (2) Cell line: LOX IMVI. Synergy scores: CSS=38.3, Synergy_ZIP=3.94, Synergy_Bliss=5.80, Synergy_Loewe=-1.38, Synergy_HSA=2.43. Drug 1: C1=CN(C(=O)N=C1N)C2C(C(C(O2)CO)O)O.Cl. Drug 2: CC1=C2C(C(=O)C3(C(CC4C(C3C(C(C2(C)C)(CC1OC(=O)C(C(C5=CC=CC=C5)NC(=O)OC(C)(C)C)O)O)OC(=O)C6=CC=CC=C6)(CO4)OC(=O)C)O)C)O.